From a dataset of Forward reaction prediction with 1.9M reactions from USPTO patents (1976-2016). Predict the product of the given reaction. (1) Given the reactants [NH2:1][CH2:2][C@@H:3]1[C@@H:11]([C@@:12]2([CH3:21])[CH2:17][CH2:16][C@H:15]([OH:18])[CH2:14][C@@H:13]2[CH2:19][OH:20])[CH2:10][CH2:9][C@@:8]2([CH3:22])[C@H:4]1[CH2:5][CH2:6][C:7]2=[CH2:23].[CH2:24]([N:26]=[C:27]=[O:28])[CH3:25], predict the reaction product. The product is: [CH2:24]([NH:26][C:27]([NH:1][CH2:2][C@@H:3]1[C@@H:11]([C@@:12]2([CH3:21])[CH2:17][CH2:16][C@H:15]([OH:18])[CH2:14][C@@H:13]2[CH2:19][OH:20])[CH2:10][CH2:9][C@@:8]2([CH3:22])[C@H:4]1[CH2:5][CH2:6][C:7]2=[CH2:23])=[O:28])[CH3:25]. (2) Given the reactants [NH2:1][C:2]1[CH:3]=[C:4]([NH:17][C:18](=[O:21])[O:19][CH3:20])[CH:5]=[CH:6][C:7]=1[NH:8][CH2:9][CH2:10][N:11]1[CH2:16][CH2:15][CH2:14][CH2:13][CH2:12]1.[CH3:22][C:23]([CH3:28])([CH3:27])[C:24](Cl)=O, predict the reaction product. The product is: [C:23]([C:28]1[N:8]([CH2:9][CH2:10][N:11]2[CH2:16][CH2:15][CH2:14][CH2:13][CH2:12]2)[C:7]2[CH:6]=[CH:5][C:4]([NH:17][C:18](=[O:21])[O:19][CH3:20])=[CH:3][C:2]=2[N:1]=1)([CH3:27])([CH3:24])[CH3:22]. (3) The product is: [F:25][C:26]([F:36])([F:37])[C:27]1[CH:28]=[CH:29][C:30]([C@H:33]([NH:35][CH2:21][C:20]2[CH:23]=[CH:24][C:17]([C:15]3[O:14][N:13]=[C:12]([CH2:1][CH2:2][CH2:3][CH2:4][CH2:5][CH2:6][CH2:7][CH2:8][CH2:9][CH2:10][CH3:11])[N:16]=3)=[CH:18][CH:19]=2)[CH3:34])=[CH:31][CH:32]=1. Given the reactants [CH2:1]([C:12]1[N:16]=[C:15]([C:17]2[CH:24]=[CH:23][C:20]([CH:21]=O)=[CH:19][CH:18]=2)[O:14][N:13]=1)[CH2:2][CH2:3][CH2:4][CH2:5][CH2:6][CH2:7][CH2:8][CH2:9][CH2:10][CH3:11].[F:25][C:26]([F:37])([F:36])[C:27]1[CH:32]=[CH:31][C:30]([C@H:33]([NH2:35])[CH3:34])=[CH:29][CH:28]=1, predict the reaction product. (4) Given the reactants [F:1][C:2]1[N:7]2[N:8]=[C:9]([C:22]3[CH:27]=[CH:26][C:25]([F:28])=[CH:24][CH:23]=3)[C:10]([C:11]([N:13](C)[C:14](=O)OC(C)(C)C)=[O:12])=[C:6]2[CH:5]=[C:4]([C:29]2[CH:34]=[C:33]([C:35](=[O:46])[NH:36][C:37]3([C:40]4[CH:45]=[CH:44][CH:43]=[CH:42][N:41]=4)[CH2:39][CH2:38]3)[CH:32]=[CH:31][C:30]=2[CH3:47])[CH:3]=1.[C:48]([OH:54])([C:50](F)(F)F)=[O:49], predict the reaction product. The product is: [C:48]([O-:54])(=[O:49])[CH3:50].[NH4+:7].[F:1][C:2]1[N:7]2[N:8]=[C:9]([C:22]3[CH:27]=[CH:26][C:25]([F:28])=[CH:24][CH:23]=3)[C:10]([C:11]([NH:13][CH3:14])=[O:12])=[C:6]2[CH:5]=[C:4]([C:29]2[CH:34]=[C:33]([C:35](=[O:46])[NH:36][C:37]3([C:40]4[CH:45]=[CH:44][CH:43]=[CH:42][N:41]=4)[CH2:38][CH2:39]3)[CH:32]=[CH:31][C:30]=2[CH3:47])[CH:3]=1.